From a dataset of Full USPTO retrosynthesis dataset with 1.9M reactions from patents (1976-2016). Predict the reactants needed to synthesize the given product. Given the product [CH2:1]([O:4][N:5]([C@H:18]1[CH2:23][N:22]([C:24]([O:26][C:27]([CH3:29])([CH3:28])[CH3:30])=[O:25])[C@H:21]([C:31](=[O:32])[NH2:41])[CH:20]=[C:19]1[CH:34]([CH3:36])[CH3:35])[S:6]([C:9]1[CH:14]=[CH:13][CH:12]=[CH:11][C:10]=1[N+:15]([O-:17])=[O:16])(=[O:7])=[O:8])[CH:2]=[CH2:3], predict the reactants needed to synthesize it. The reactants are: [CH2:1]([O:4][N:5]([C@H:18]1[CH2:23][N:22]([C:24]([O:26][C:27]([CH3:30])([CH3:29])[CH3:28])=[O:25])[C@H:21]([C:31](O)=[O:32])[CH:20]=[C:19]1[CH:34]([CH3:36])[CH3:35])[S:6]([C:9]1[CH:14]=[CH:13][CH:12]=[CH:11][C:10]=1[N+:15]([O-:17])=[O:16])(=[O:8])=[O:7])[CH:2]=[CH2:3].C(O[N:41]([C@H]1CN(C(OC(C)(C)C)=O)[C@H](C(=O)N)C=C1C)S(C1C=CC=CC=1[N+]([O-])=O)(=O)=O)C=C.